This data is from Reaction yield outcomes from USPTO patents with 853,638 reactions. The task is: Predict the reaction yield, written as a fraction of the theoretical maximum amount of product (1.0 means a 100% yield; for example, 0.34 means a 34% yield). (1) The reactants are [F:1][C:2]1[CH:7]=[CH:6][C:5](N)=[CH:4][C:3]=1[C:9]1[CH:10]=[N:11][CH:12]=[CH:13][CH:14]=1.N([O-])=O.[Na+].[BrH:19]. The catalyst is O1CCOCC1.O.[Cu]Br. The product is [Br:19][C:5]1[CH:6]=[CH:7][C:2]([F:1])=[C:3]([C:9]2[CH:10]=[N:11][CH:12]=[CH:13][CH:14]=2)[CH:4]=1. The yield is 0.640. (2) The reactants are CC1(C)[O:7][CH2:6][CH:5]([NH:8][C:9]2[CH:14]=[CH:13][C:12]([CH2:15][CH2:16][CH2:17][CH2:18][CH2:19][CH2:20][CH2:21][CH3:22])=[CH:11][CH:10]=2)[CH2:4][O:3]1. The catalyst is CO. The product is [CH2:15]([C:12]1[CH:11]=[CH:10][C:9]([NH:8][CH:5]([CH2:6][OH:7])[CH2:4][OH:3])=[CH:14][CH:13]=1)[CH2:16][CH2:17][CH2:18][CH2:19][CH2:20][CH2:21][CH3:22]. The yield is 1.00. (3) The catalyst is CC(O)C. The yield is 0.900. The reactants are Cl.[Br:2][C:3]1[CH:7]=[C:6]([CH2:8][NH:9][C:10]([C:12]2([CH2:25][NH:26]C(OC(C)(C)C)=O)[CH2:17][CH2:16][N:15](C(OC(C)(C)C)=O)[CH2:14][CH2:13]2)=[O:11])[O:5][N:4]=1. The product is [NH2:26][CH2:25][C:12]1([C:10]([NH:9][CH2:8][C:6]2[O:5][N:4]=[C:3]([Br:2])[CH:7]=2)=[O:11])[CH2:17][CH2:16][NH:15][CH2:14][CH2:13]1. (4) The reactants are [Cl:1][C:2]1[N:10]=[C:9]2[C:5]([NH:6][CH:7]=[N:8]2)=[C:4]([Cl:11])[N:3]=1.C(=O)([O-])[O-].[K+].[K+].[CH3:18][O:19][CH:20](Br)[CH3:21]. The catalyst is CS(C)=O. The product is [Cl:1][C:2]1[N:10]=[C:9]2[C:5]([N:6]=[CH:7][N:8]2[CH2:21][CH2:20][O:19][CH3:18])=[C:4]([Cl:11])[N:3]=1. The yield is 0.460. (5) The reactants are [CH:1]([C:4]1[C:5]([O:17][CH2:18][O:19][CH3:20])=[CH:6][C:7]([O:13][CH2:14][O:15][CH3:16])=[C:8]([CH:12]=1)[C:9](O)=[O:10])([CH3:3])[CH3:2].C(Br)C1C=CC=CC=1.O.[NH2:30][NH2:31]. The catalyst is O1CCCC1. The product is [CH:1]([C:4]1[C:5]([O:17][CH2:18][O:19][CH3:20])=[CH:6][C:7]([O:13][CH2:14][O:15][CH3:16])=[C:8]([CH:12]=1)[C:9]([NH:30][NH2:31])=[O:10])([CH3:3])[CH3:2]. The yield is 0.820. (6) The reactants are Br[C:2]1[N:7]2[N:8]=[C:9]([NH:11][C:12](=[O:19])[C:13]3[CH:18]=[CH:17][CH:16]=[CH:15][CH:14]=3)[N:10]=[C:6]2[CH:5]=[CH:4][CH:3]=1.C(OC([N:27]1[CH:31]=[C:30](B2OC(C)(C)C(C)(C)O2)[CH:29]=[N:28]1)=O)(C)(C)C. No catalyst specified. The product is [NH:27]1[CH:31]=[C:30]([C:2]2[N:7]3[N:8]=[C:9]([NH:11][C:12](=[O:19])[C:13]4[CH:18]=[CH:17][CH:16]=[CH:15][CH:14]=4)[N:10]=[C:6]3[CH:5]=[CH:4][CH:3]=2)[CH:29]=[N:28]1. The yield is 0.320. (7) The reactants are CC1(C)[O:6][CH:5]([CH2:7][N:8]([C:13]2[N:18]=[C:17]([C:19]3[CH:24]=[CH:23][C:22]([O:25][C:26]4[CH:31]=[CH:30][C:29]([F:32])=[CH:28][CH:27]=4)=[CH:21][CH:20]=3)[N:16]=[C:15]([C:33]([NH2:35])=[O:34])[CH:14]=2)[S:9]([CH3:12])(=[O:11])=[O:10])[CH2:4][O:3]1.C(Cl)Cl.CO.Cl.O. The catalyst is O1CCOCC1. The product is [OH:6][CH:5]([CH2:4][OH:3])[CH2:7][N:8]([C:13]1[N:18]=[C:17]([C:19]2[CH:24]=[CH:23][C:22]([O:25][C:26]3[CH:31]=[CH:30][C:29]([F:32])=[CH:28][CH:27]=3)=[CH:21][CH:20]=2)[N:16]=[C:15]([C:33]([NH2:35])=[O:34])[CH:14]=1)[S:9]([CH3:12])(=[O:11])=[O:10]. The yield is 0.700. (8) The reactants are [S:1]1[CH2:7][C:5](=[O:6])[NH:4][C:2]1=[S:3].[CH3:8][C:9]1[O:10][C:11]2[CH:17]=[C:16]([CH:18]=O)[CH:15]=[CH:14][C:12]=2[N:13]=1.N1C=CC=CC=1. The catalyst is C(O)C. The product is [CH3:8][C:9]1[O:10][C:11]2[CH:17]=[C:16]([CH:18]=[C:7]3[S:1][C:2](=[S:3])[NH:4][C:5]3=[O:6])[CH:15]=[CH:14][C:12]=2[N:13]=1. The yield is 0.470. (9) The reactants are C(OC[N:9]1[C:17]2[C:16]([Cl:18])=[CH:15][C:14]([Cl:19])=[CH:13][C:12]=2[C:11]2[CH2:20][CH2:21][C:22]([C:28]([F:31])([F:30])[F:29])([O:23][Si](C)(C)C)[C:10]1=2)(=O)C(C)(C)C.[OH-].[K+]. The catalyst is C1COCC1.O. The product is [Cl:18][C:16]1[C:17]2[NH:9][C:10]3[C:22]([C:28]([F:31])([F:29])[F:30])([OH:23])[CH2:21][CH2:20][C:11]=3[C:12]=2[CH:13]=[C:14]([Cl:19])[CH:15]=1. The yield is 0.400.